Dataset: Full USPTO retrosynthesis dataset with 1.9M reactions from patents (1976-2016). Task: Predict the reactants needed to synthesize the given product. (1) Given the product [OH:1][CH2:2][C:3]([CH2:8][OH:9])([CH2:6][O:7][Si:10]([C:11]1[CH:16]=[CH:15][CH:14]=[CH:13][CH:12]=1)([C:17]1[CH:18]=[CH:19][CH:20]=[CH:21][CH:22]=1)[C:23]([CH3:26])([CH3:24])[CH3:25])[CH2:4][OH:5], predict the reactants needed to synthesize it. The reactants are: [OH:1][CH2:2][C:3]([CH2:8][OH:9])([CH2:6][OH:7])[CH2:4][OH:5].[Si:10](Cl)([C:23]([CH3:26])([CH3:25])[CH3:24])([C:17]1[CH:22]=[CH:21][CH:20]=[CH:19][CH:18]=1)[C:11]1[CH:16]=[CH:15][CH:14]=[CH:13][CH:12]=1. (2) The reactants are: [Br-].C1([P+]([C:21]2[CH:26]=[CH:25][CH:24]=[CH:23][CH:22]=2)([C:21]2[CH:26]=[CH:25][CH:24]=[CH:23][CH:22]=2)[C:21]2[CH:26]=[CH:25][CH:24]=[CH:23][CH:22]=2)CCCCC1.[C:27]([O:37][CH2:38][CH3:39])(=[O:36])[CH:28]=[CH:29][C:30]1[CH:35]=[CH:34][CH:33]=[CH:32][CH:31]=1. Given the product [C:30]1([C@@H:29]2[C:21]3([CH2:22][CH2:23][CH2:24][CH2:25][CH2:26]3)[C@H:28]2[C:27]([O:37][CH2:38][CH3:39])=[O:36])[CH:35]=[CH:34][CH:33]=[CH:32][CH:31]=1, predict the reactants needed to synthesize it.